This data is from Forward reaction prediction with 1.9M reactions from USPTO patents (1976-2016). The task is: Predict the product of the given reaction. (1) Given the reactants [CH3:1][C:2]1[C:12](=[O:13])[C:11]2[CH:10]=[CH:9][CH:8]=[CH:7][C:6]=2[C:4](=[O:5])[CH:3]=1.Cl, predict the reaction product. The product is: [OH:13][C:12]1[C:11]2[C:6](=[CH:7][CH:8]=[CH:9][CH:10]=2)[C:4]([OH:5])=[CH:3][C:2]=1[CH3:1]. (2) Given the reactants [Br:1]Br.[C:3]([C:6]1[S:7][CH:8]=[C:9]([C:20]([O:22][CH3:23])=[O:21])[C:10]=1[O:11][C:12]([CH:14]1[CH2:19][CH2:18][CH2:17][CH2:16][CH2:15]1)=[O:13])(=[O:5])[CH3:4], predict the reaction product. The product is: [Br:1][CH2:4][C:3]([C:6]1[S:7][CH:8]=[C:9]([C:20]([O:22][CH3:23])=[O:21])[C:10]=1[O:11][C:12]([CH:14]1[CH2:15][CH2:16][CH2:17][CH2:18][CH2:19]1)=[O:13])=[O:5]. (3) Given the reactants [CH:1]([C:4]1[CH:11]=[CH:10][C:7]([CH:8]=O)=[CH:6][CH:5]=1)([CH3:3])[CH3:2].[NH2:12][C:13]1[S:14][C:15]([S:18]([C:21]2[CH:26]=[CH:25][C:24]([N+:27]([O-:29])=[O:28])=[CH:23][CH:22]=2)(=[O:20])=[O:19])=[CH:16][N:17]=1.C([O:32][C:33](=O)[C:34]([OH:49])=[CH:35][C:36](=[O:48])[C:37]1[CH:42]=[CH:41][C:40]([O:43][C:44]([F:47])([F:46])[F:45])=[CH:39][CH:38]=1)C, predict the reaction product. The product is: [OH:49][C:34]1[C:33](=[O:32])[N:12]([C:13]2[S:14][C:15]([S:18]([C:21]3[CH:22]=[CH:23][C:24]([N+:27]([O-:29])=[O:28])=[CH:25][CH:26]=3)(=[O:19])=[O:20])=[CH:16][N:17]=2)[CH:8]([C:7]2[CH:10]=[CH:11][C:4]([CH:1]([CH3:3])[CH3:2])=[CH:5][CH:6]=2)[C:35]=1[C:36](=[O:48])[C:37]1[CH:38]=[CH:39][C:40]([O:43][C:44]([F:46])([F:47])[F:45])=[CH:41][CH:42]=1. (4) Given the reactants [CH2:1]([NH:3][C:4]1[CH:9]=[CH:8][N:7]=[CH:6][C:5]=1[N+:10]([O-])=O)[CH3:2].O.[ClH:14], predict the reaction product. The product is: [Cl:14][C:6]1[C:5]([NH2:10])=[C:4]([NH:3][CH2:1][CH3:2])[CH:9]=[CH:8][N:7]=1.